Dataset: Full USPTO retrosynthesis dataset with 1.9M reactions from patents (1976-2016). Task: Predict the reactants needed to synthesize the given product. (1) Given the product [F:10][C:7]([F:8])([F:9])[C:6]([NH:24][C:22]1[N:25]=[C:18]2[CH:17]=[CH:16][C:15]([F:14])=[CH:20][N:19]2[CH:21]=1)=[O:11], predict the reactants needed to synthesize it. The reactants are: [F:8][C:7]([F:10])([F:9])[C:6](O[C:6](=[O:11])[C:7]([F:10])([F:9])[F:8])=[O:11].[F:14][C:15]1[CH:16]=[CH:17]/[C:18](=[N:25]\S(C2C=CC(C)=CC=2)(=O)=O)/[N:19]([CH2:21][C:22]([NH2:24])=O)[CH:20]=1. (2) Given the product [CH2:7]([C:10]1[CH:15]=[CH:14][CH:13]=[CH:12][C:11]=1[O:16][S:19]([C:18]([F:31])([F:30])[F:17])(=[O:21])=[O:20])[CH2:8][CH3:9], predict the reactants needed to synthesize it. The reactants are: N1C=CC=CC=1.[CH2:7]([C:10]1[CH:15]=[CH:14][CH:13]=[CH:12][C:11]=1[OH:16])[CH2:8][CH3:9].[F:17][C:18]([F:31])([F:30])[S:19](O[S:19]([C:18]([F:31])([F:30])[F:17])(=[O:21])=[O:20])(=[O:21])=[O:20].O.